From a dataset of NCI-60 drug combinations with 297,098 pairs across 59 cell lines. Regression. Given two drug SMILES strings and cell line genomic features, predict the synergy score measuring deviation from expected non-interaction effect. Drug 1: COC1=NC(=NC2=C1N=CN2C3C(C(C(O3)CO)O)O)N. Drug 2: C1=CC=C(C(=C1)C(C2=CC=C(C=C2)Cl)C(Cl)Cl)Cl. Cell line: SK-OV-3. Synergy scores: CSS=17.8, Synergy_ZIP=-2.52, Synergy_Bliss=3.34, Synergy_Loewe=-6.32, Synergy_HSA=1.46.